The task is: Predict the product of the given reaction.. This data is from Forward reaction prediction with 1.9M reactions from USPTO patents (1976-2016). (1) Given the reactants [F:1][C:2]1[CH:3]=[C:4]([CH:6]=[CH:7][CH:8]=1)[NH2:5].C1(CN)CCCCC1.[O:17]=[C:18]1[C:26]2([CH2:30][O:29][C:28]3[CH:31]=[C:32]4[C:36](=[CH:37][C:27]2=3)[CH2:35][CH2:34][O:33]4)[C:25]2[C:20](=[CH:21][CH:22]=[CH:23][CH:24]=2)[N:19]1[CH2:38][C:39]1[CH:47]=[CH:46][C:42]([C:43](O)=[O:44])=[CH:41][CH:40]=1.O=C1C2(COC3C=C4C(=CC2=3)CCO4)C2C(=CC=CC=2)N1CC1C=C(C=CC=1)C(O)=O, predict the reaction product. The product is: [F:1][C:2]1[CH:3]=[C:4]([NH:5][C:43](=[O:44])[C:42]2[CH:46]=[CH:47][C:39]([CH2:38][N:19]3[C:20]4[C:25](=[CH:24][CH:23]=[CH:22][CH:21]=4)[C:26]4([CH2:30][O:29][C:28]5[CH:31]=[C:32]6[C:36](=[CH:37][C:27]4=5)[CH2:35][CH2:34][O:33]6)[C:18]3=[O:17])=[CH:40][CH:41]=2)[CH:6]=[CH:7][CH:8]=1. (2) Given the reactants [Br:1][C:2]1[CH:17]=[CH:16][C:5]([CH2:6][CH:7]2[CH2:12][C:11](=[O:13])[CH2:10][CH2:9][CH:8]2[CH:14]=[O:15])=[CH:4][CH:3]=1.CC([OH:22])(C)C.CC(=CC)C.Cl([O-])=O.[Na+], predict the reaction product. The product is: [Br:1][C:2]1[CH:3]=[CH:4][C:5]([CH2:6][CH:7]2[CH2:12][C:11](=[O:13])[CH2:10][CH2:9][CH:8]2[C:14]([OH:22])=[O:15])=[CH:16][CH:17]=1. (3) Given the reactants [OH:1][CH:2]1[CH2:7][CH2:6][CH:5]([C:8]([O:10][CH3:11])=[O:9])[CH2:4][CH2:3]1.N1C=CN=C1.[C:17]([Si:21](Cl)([CH3:23])[CH3:22])([CH3:20])([CH3:19])[CH3:18].C(=O)(O)[O-].[Na+], predict the reaction product. The product is: [Si:21]([O:1][CH:2]1[CH2:3][CH2:4][CH:5]([C:8]([O:10][CH3:11])=[O:9])[CH2:6][CH2:7]1)([C:17]([CH3:20])([CH3:19])[CH3:18])([CH3:23])[CH3:22]. (4) Given the reactants [Cl:1][C:2]1[N:7]=[CH:6][NH:5][C:4]2=[N:8][CH:9]=[CH:10][C:3]=12.C1C(=O)N([Br:18])C(=O)C1, predict the reaction product. The product is: [Br:18][C:10]1[C:3]2[C:4]([NH:5][CH:6]=[N:7][C:2]=2[Cl:1])=[N:8][CH:9]=1. (5) Given the reactants Cl.Cl[C:3]1[CH:8]=[CH:7][N:6]=[CH:5][CH:4]=1.[H-].[Na+].[OH:11][CH:12]1[CH2:29][CH2:28][C:15]2([CH2:20][CH2:19][N:18]([C:21]([O:23][C:24]([CH3:27])([CH3:26])[CH3:25])=[O:22])[CH2:17][CH2:16]2)[CH2:14][CH2:13]1.[I-].[Na+].C([O-])(O)=O.[Na+], predict the reaction product. The product is: [N:6]1[CH:7]=[CH:8][C:3]([O:11][CH:12]2[CH2:13][CH2:14][C:15]3([CH2:20][CH2:19][N:18]([C:21]([O:23][C:24]([CH3:25])([CH3:26])[CH3:27])=[O:22])[CH2:17][CH2:16]3)[CH2:28][CH2:29]2)=[CH:4][CH:5]=1.